From a dataset of Reaction yield outcomes from USPTO patents with 853,638 reactions. Predict the reaction yield, written as a fraction of the theoretical maximum amount of product (1.0 means a 100% yield; for example, 0.34 means a 34% yield). (1) The reactants are [Br:1][C:2]1[S:3][C:4]([C:8]([OH:10])=O)=[C:5]([CH3:7])[N:6]=1.CN1CCOCC1.C(OC(Cl)=O)C(C)C.[N:26]1[CH:31]=[CH:30][CH:29]=[C:28]([CH2:32][NH2:33])[CH:27]=1. The catalyst is ClCCl.C(OCC)(=O)C. The product is [Br:1][C:2]1[S:3][C:4]([C:8]([NH:33][CH2:32][C:28]2[CH:27]=[N:26][CH:31]=[CH:30][CH:29]=2)=[O:10])=[C:5]([CH3:7])[N:6]=1. The yield is 0.560. (2) The reactants are O1CCCC1.[H-].[Al+3].[Li+].[H-].[H-].[H-].[OH-].[Na+].O.[C:15]([C:17]([C:28]1[CH:32]=[CH:31][S:30][CH:29]=1)([CH:25]([CH3:27])[CH3:26])[CH2:18][CH2:19][C:20](OCC)=[O:21])#[N:16]. No catalyst specified. The product is [C:15]([C:17]([C:28]1[CH:32]=[CH:31][S:30][CH:29]=1)([CH:25]([CH3:27])[CH3:26])[CH2:18][CH2:19][CH2:20][OH:21])#[N:16]. The yield is 0.950. (3) The reactants are C(OC([N:8]1[CH2:13][CH2:12][CH:11]([CH2:14][NH:15][C:16]([O:18][CH2:19][C:20]2[CH:25]=[CH:24][CH:23]=[CH:22][CH:21]=2)=[O:17])[CH2:10][CH2:9]1)=O)(C)(C)C.[ClH:26]. The catalyst is CCOC(C)=O. The product is [ClH:26].[CH2:19]([O:18][C:16](=[O:17])[NH:15][CH2:14][CH:11]1[CH2:10][CH2:9][NH:8][CH2:13][CH2:12]1)[C:20]1[CH:25]=[CH:24][CH:23]=[CH:22][CH:21]=1. The yield is 0.870. (4) The reactants are O=C(C)[CH:3]([C:8]1[CH:17]=[CH:16][C:15]2[C:10](=[CH:11][CH:12]=[CH:13][C:14]=2[CH2:18][CH:19]=[CH2:20])[N:9]=1)[C:4]([O:6][CH3:7])=[O:5].Cl.C(=O)([O-])[O-].[K+].[K+]. The catalyst is O. The product is [CH3:7][O:6][C:4](=[O:5])[CH2:3][C:8]1[CH:17]=[CH:16][C:15]2[C:10](=[CH:11][CH:12]=[CH:13][C:14]=2[CH2:18][CH:19]=[CH2:20])[N:9]=1. The yield is 0.670. (5) The yield is 0.190. The reactants are Cl.[N:2]1[C:7]2[CH:8]=[CH:9][S:10][C:6]=2[C:5]([N:11]2[CH2:15][CH2:14][CH:13]([NH2:16])[CH2:12]2)=[N:4][CH:3]=1.Cl.[N+](C1C=CC([O:27][C:28](=O)[NH:29][C:30]2[CH:35]=[CH:34][C:33]([N:36]([CH2:39][CH3:40])[CH2:37][CH3:38])=[CH:32][CH:31]=2)=CC=1)([O-])=O. The product is [CH2:39]([N:36]([CH2:37][CH3:38])[C:33]1[CH:34]=[CH:35][C:30]([NH:29][C:28]([NH:16][CH:13]2[CH2:14][CH2:15][N:11]([C:5]3[C:6]4[S:10][CH:9]=[CH:8][C:7]=4[N:2]=[CH:3][N:4]=3)[CH2:12]2)=[O:27])=[CH:31][CH:32]=1)[CH3:40]. The catalyst is C(Cl)(Cl)Cl. (6) The reactants are C([NH:5][S:6]([C:9]1[S:10][C:11]([C:14]2[CH:19]=[CH:18][CH:17]=[C:16]([C:20]3[N:25]=[C:24]([C:26]([F:29])([F:28])[F:27])[CH:23]=[C:22]([C:30]4[CH:35]=[CH:34][C:33]([C:36]([F:39])([F:38])[F:37])=[CH:32][CH:31]=4)[N:21]=3)[CH:15]=2)=[CH:12][CH:13]=1)(=[O:8])=[O:7])(C)(C)C.C(O)(C(F)(F)F)=O. The catalyst is ClCCl. The product is [F:29][C:26]([F:27])([F:28])[C:24]1[CH:23]=[C:22]([C:30]2[CH:31]=[CH:32][C:33]([C:36]([F:39])([F:38])[F:37])=[CH:34][CH:35]=2)[N:21]=[C:20]([C:16]2[CH:15]=[C:14]([C:11]3[S:10][C:9]([S:6]([NH2:5])(=[O:8])=[O:7])=[CH:13][CH:12]=3)[CH:19]=[CH:18][CH:17]=2)[N:25]=1. The yield is 0.380. (7) The reactants are Cl[C:2]1[N:9]=[CH:8][CH:7]=[CH:6][C:3]=1[C:4]#[N:5].[F:10][C:11]1[CH:12]=[CH:13][C:14]([O:20][CH3:21])=[C:15](B(O)O)[CH:16]=1. No catalyst specified. The product is [F:10][C:11]1[CH:16]=[CH:15][C:14]([O:20][CH3:21])=[C:13]([C:2]2[N:9]=[CH:8][CH:7]=[CH:6][C:3]=2[C:4]#[N:5])[CH:12]=1. The yield is 0.890.